Dataset: Forward reaction prediction with 1.9M reactions from USPTO patents (1976-2016). Task: Predict the product of the given reaction. (1) Given the reactants C(OC([NH:8][C:9]1[CH:14]=[CH:13][C:12]([CH2:15][C:16]([O:18][CH2:19][CH3:20])=[O:17])=[CH:11][C:10]=1[C:21](=O)[C:22]([N:24]1[CH2:32][C:31]2[C:26](=[CH:27][CH:28]=[CH:29][CH:30]=2)[CH2:25]1)=[O:23])=O)(C)(C)C.[F-].[Cs+].C[Si]([N:40]=[C:41]=[N:42][Si](C)(C)C)(C)C.Cl, predict the reaction product. The product is: [NH2:40][C:41]1[N:42]=[C:21]([C:22]([N:24]2[CH2:25][C:26]3[C:31](=[CH:30][CH:29]=[CH:28][CH:27]=3)[CH2:32]2)=[O:23])[C:10]2[C:9](=[CH:14][CH:13]=[C:12]([CH2:15][C:16]([O:18][CH2:19][CH3:20])=[O:17])[CH:11]=2)[N:8]=1. (2) The product is: [C:1]([O:5][C:6]([NH:8][CH2:9][CH2:10][CH2:11][C@@H:12]([CH2:16][C:17]1[N:18]=[CH:19][N:20]2[C:29]3[C:24](=[CH:25][C:26]([CH3:30])=[CH:27][CH:28]=3)[CH2:23][CH2:22][C:21]=12)[C:13]([O:15][C@H:37]([C:31]1[CH:36]=[CH:35][CH:34]=[CH:33][CH:32]=1)[C@@H:38]([N:40]1[CH2:41][CH2:42][CH2:43][CH2:44]1)[CH3:39])=[O:14])=[O:7])([CH3:4])([CH3:3])[CH3:2]. Given the reactants [C:1]([O:5][C:6]([NH:8][CH2:9][CH2:10][CH2:11][CH:12]([CH2:16][C:17]1[N:18]=[CH:19][N:20]2[C:29]3[C:24](=[CH:25][C:26]([CH3:30])=[CH:27][CH:28]=3)[CH2:23][CH2:22][C:21]=12)[C:13]([OH:15])=[O:14])=[O:7])([CH3:4])([CH3:3])[CH3:2].[C:31]1([C@@H:37](O)[C@@H:38]([N:40]2[CH2:44][CH2:43][CH2:42][CH2:41]2)[CH3:39])[CH:36]=[CH:35][CH:34]=[CH:33][CH:32]=1.Cl.CN(C)CCCN=C=NCC, predict the reaction product. (3) Given the reactants C([O:5][C:6](=[O:32])[C@H:7]([NH:10][CH2:11][C:12]1[CH:17]=[CH:16][N:15]=[C:14]2[N:18](C(OC(C)(C)C)=O)[CH:19]=[C:20]([C:21]([O:23][CH3:24])=[O:22])[C:13]=12)[CH2:8][CH3:9])(C)(C)C.[C:33]([OH:39])([C:35]([F:38])([F:37])[F:36])=[O:34], predict the reaction product. The product is: [F:36][C:35]([F:38])([F:37])[C:33]([OH:39])=[O:34].[CH3:24][O:23][C:21]([C:20]1[C:13]2[C:14](=[N:15][CH:16]=[CH:17][C:12]=2[CH2:11][NH:10][C@H:7]([CH2:8][CH3:9])[C:6]([OH:32])=[O:5])[NH:18][CH:19]=1)=[O:22]. (4) Given the reactants [Cl:1][C:2]1[CH:7]=[CH:6][CH:5]=[CH:4][C:3]=1[C@H:8]([N:13]1[CH2:18][CH2:17][C:16]2[S:19][CH:20]=[CH:21][C:15]=2[CH2:14]1)[C:9]([O:11][CH3:12])=[O:10].[BrH:22].CCCCCCC.O1CCOCC1CCO, predict the reaction product. The product is: [OH2:10].[BrH:22].[Cl:1][C:2]1[CH:7]=[CH:6][CH:5]=[CH:4][C:3]=1[C@H:8]([N:13]1[CH2:18][CH2:17][C:16]2[S:19][CH:20]=[CH:21][C:15]=2[CH2:14]1)[C:9]([O:11][CH3:12])=[O:10].